From a dataset of Reaction yield outcomes from USPTO patents with 853,638 reactions. Predict the reaction yield, written as a fraction of the theoretical maximum amount of product (1.0 means a 100% yield; for example, 0.34 means a 34% yield). The reactants are Cl[C:2]1[C:7]([CH2:8][CH2:9][OH:10])=[C:6]([Cl:11])[N:5]=[C:4]([CH3:12])[N:3]=1.CN.[CH3:15][N:16](C)C=O. The catalyst is O. The product is [Cl:11][C:6]1[C:7]([CH2:8][CH2:9][OH:10])=[C:2]([NH:16][CH3:15])[N:3]=[C:4]([CH3:12])[N:5]=1. The yield is 0.790.